Dataset: Catalyst prediction with 721,799 reactions and 888 catalyst types from USPTO. Task: Predict which catalyst facilitates the given reaction. (1) Reactant: C[O:2][C:3]([C:5]1[CH:10]=[CH:9][C:8]([C:11]2[CH:16]=[CH:15][C:14]([S:17](=[O:25])(=[O:24])[N:18]([C:20]([CH3:23])([CH3:22])[CH3:21])[CH3:19])=[CH:13][CH:12]=2)=[CH:7][CH:6]=1)=[O:4].O[Li].O. Product: [C:20]([N:18]([CH3:19])[S:17]([C:14]1[CH:15]=[CH:16][C:11]([C:8]2[CH:9]=[CH:10][C:5]([C:3]([OH:4])=[O:2])=[CH:6][CH:7]=2)=[CH:12][CH:13]=1)(=[O:25])=[O:24])([CH3:23])([CH3:22])[CH3:21]. The catalyst class is: 38. (2) Reactant: C([Mg]Cl)(C)C.I[C:7]1[N:11]([CH3:12])[N:10]=[CH:9][CH:8]=1.[N:13](/[C:22]([O:24][C:25]([CH3:28])([CH3:27])[CH3:26])=[O:23])=[N:14]\[C:15]([O:17][C:18]([CH3:21])([CH3:20])[CH3:19])=[O:16].[NH4+].[Cl-]. Product: [CH3:12][N:11]1[C:7]([N:13]([C:22]([O:24][C:25]([CH3:28])([CH3:27])[CH3:26])=[O:23])[NH:14][C:15]([O:17][C:18]([CH3:19])([CH3:20])[CH3:21])=[O:16])=[CH:8][CH:9]=[N:10]1. The catalyst class is: 7. (3) Reactant: [F:1][C:2]([F:15])([F:14])[S:3]([O:6]S(C(F)(F)F)(=O)=O)(=[O:5])=[O:4].[CH3:16][O:17][C:18]1[CH:27]=[CH:26][C:25](O)=[C:24]2[C:19]=1[CH:20]=[CH:21][CH:22]=[N:23]2.N1C=CC=CC=1. Product: [CH3:16][O:17][C:18]1[CH:27]=[CH:26][C:25]([O:6][S:3]([C:2]([F:15])([F:14])[F:1])(=[O:5])=[O:4])=[C:24]2[C:19]=1[CH:20]=[CH:21][CH:22]=[N:23]2. The catalyst class is: 4. (4) Reactant: [N:1]1([C:5]([C:7]2[N:12]=[CH:11][C:10]([O:13][C:14]3[CH:15]=[C:16]([CH:31]=[C:32]([C:34](=[O:43])[NH:35][C:36]4[CH:41]=[N:40][C:39]([CH3:42])=[CH:38][N:37]=4)[CH:33]=3)[O:17][CH:18]([CH2:24][CH2:25]OS(C)(=O)=O)[C:19]([O:21]CC)=O)=[CH:9][CH:8]=2)=[O:6])[CH2:4][CH2:3][CH2:2]1.[I-].[Na+].[CH:46]1([NH2:50])[CH2:49][CH2:48][CH2:47]1. Product: [N:1]1([C:5]([C:7]2[N:12]=[CH:11][C:10]([O:13][C:14]3[CH:33]=[C:32]([CH:31]=[C:16]([O:17][CH:18]4[CH2:24][CH2:25][N:50]([CH:46]5[CH2:49][CH2:48][CH2:47]5)[C:19]4=[O:21])[CH:15]=3)[C:34]([NH:35][C:36]3[CH:41]=[N:40][C:39]([CH3:42])=[CH:38][N:37]=3)=[O:43])=[CH:9][CH:8]=2)=[O:6])[CH2:4][CH2:3][CH2:2]1. The catalyst class is: 10. (5) Reactant: C([O:3][C:4]([N:6]1[CH2:12][CH2:11][N:10]([O:13][CH3:14])[CH2:9][CH2:8][N:7]1[C:15](=[O:27])[CH2:16][C:17]1[C:22]([CH3:23])=[CH:21][C:20]([CH3:24])=[CH:19][C:18]=1[CH2:25][CH3:26])=O)C.C[O-].[Na+].Cl. Product: [CH2:25]([C:18]1[CH:19]=[C:20]([CH3:24])[CH:21]=[C:22]([CH3:23])[C:17]=1[CH:16]1[C:15](=[O:27])[N:7]2[CH2:8][CH2:9][N:10]([O:13][CH3:14])[CH2:11][CH2:12][N:6]2[C:4]1=[O:3])[CH3:26]. The catalyst class is: 9.